From a dataset of Forward reaction prediction with 1.9M reactions from USPTO patents (1976-2016). Predict the product of the given reaction. (1) The product is: [CH3:21][O:20][C:16]([CH:17]1[CH2:18][CH:14]2[CH2:7][CH2:5][CH:6]1[CH2:10][C:9]2=[O:15])=[O:19]. Given the reactants C([N-][CH:5]([CH3:7])[CH3:6])(C)C.[Li+].[C:9]1(=[O:15])[CH2:14]CCC=[CH:10]1.[C:16]([O:20][CH3:21])(=[O:19])[CH:17]=[CH2:18].[Cl-].[NH4+], predict the reaction product. (2) Given the reactants CCCC[N+](CCCC)(CCCC)CCCC.[F-].[C:19]([O:23][C:24](=[O:47])[N:25]([CH2:30][C:31]1[CH:36]=[CH:35][C:34]([Cl:37])=[C:33]([C:38](C)(C)[O:39][SiH2]C(C)(C)C)[CH:32]=1)[CH2:26][CH:27]([F:29])[F:28])([CH3:22])([CH3:21])[CH3:20], predict the reaction product. The product is: [C:19]([O:23][C:24](=[O:47])[N:25]([CH2:30][C:31]1[CH:36]=[CH:35][C:34]([Cl:37])=[C:33]([CH2:38][OH:39])[CH:32]=1)[CH2:26][CH:27]([F:29])[F:28])([CH3:22])([CH3:20])[CH3:21]. (3) Given the reactants [CH2:1]([O:3][C:4](=[O:16])[CH:5]=[CH:6][C:7]1[CH:12]=[CH:11][CH:10]=[C:9]([N+:13]([O-])=O)[CH:8]=1)[CH3:2], predict the reaction product. The product is: [CH2:1]([O:3][C:4](=[O:16])[CH2:5][CH2:6][C:7]1[CH:12]=[CH:11][CH:10]=[C:9]([NH2:13])[CH:8]=1)[CH3:2]. (4) The product is: [F:1][C:2]1[CH:3]=[CH:4][CH:5]=[C:6]2[C:10]=1[N:9]([CH2:14][CH2:15][F:16])[C:8](=[O:11])[C:7]2=[O:12]. Given the reactants [F:1][C:2]1[CH:3]=[CH:4][CH:5]=[C:6]2[C:10]=1[NH:9][C:8](=[O:11])[C:7]2=[O:12].I[CH2:14][CH2:15][F:16].C(=O)([O-])[O-].[K+].[K+], predict the reaction product. (5) Given the reactants I[C:2]1[N:7]=[N:6][C:5]([NH:8][CH2:9][C:10]2[C:11]([C:16]3[CH:21]=[CH:20][CH:19]=[CH:18][CH:17]=3)=[N:12][O:13][C:14]=2[CH3:15])=[CH:4][CH:3]=1.[C:22](=[O:25])([O-])[O-:23].[Na+].[Na+].[CH3:28]O, predict the reaction product. The product is: [CH3:28][O:23][C:22]([C:2]1[N:7]=[N:6][C:5]([NH:8][CH2:9][C:10]2[C:11]([C:16]3[CH:21]=[CH:20][CH:19]=[CH:18][CH:17]=3)=[N:12][O:13][C:14]=2[CH3:15])=[CH:4][CH:3]=1)=[O:25].